Dataset: Reaction yield outcomes from USPTO patents with 853,638 reactions. Task: Predict the reaction yield, written as a fraction of the theoretical maximum amount of product (1.0 means a 100% yield; for example, 0.34 means a 34% yield). (1) The reactants are [CH3:1][C:2]([C:5]1[C:10]([C:11]2[CH:16]=[C:15]([O:17][CH3:18])[CH:14]=[CH:13][C:12]=2[F:19])=[CH:9][C:8]([CH2:20][O:21][C:22]2[CH:27]=[CH:26][C:25]([C@@H:28]([C:34]#[C:35][CH3:36])[CH2:29][C:30]([O:32]C)=[O:31])=[CH:24][CH:23]=2)=[CH:7][CH:6]=1)([CH3:4])[CH3:3].[OH-].[Li+]. The catalyst is C1COCC1.CCO. The product is [CH3:4][C:2]([C:5]1[C:10]([C:11]2[CH:16]=[C:15]([O:17][CH3:18])[CH:14]=[CH:13][C:12]=2[F:19])=[CH:9][C:8]([CH2:20][O:21][C:22]2[CH:23]=[CH:24][C:25]([C@@H:28]([C:34]#[C:35][CH3:36])[CH2:29][C:30]([OH:32])=[O:31])=[CH:26][CH:27]=2)=[CH:7][CH:6]=1)([CH3:1])[CH3:3]. The yield is 0.920. (2) The reactants are Cl[C:2]1[N:7]=[C:6]([C:8]#[N:9])[CH:5]=[CH:4][CH:3]=1.[CH3:10][O:11][C:12]1[CH:17]=[CH:16][C:15](OB(O)O)=[CH:14][CH:13]=1.C(=O)([O-])[O-].[K+].[K+]. The catalyst is C1(C)C=CC=CC=1.C(O)C.C1C=CC([P]([Pd]([P](C2C=CC=CC=2)(C2C=CC=CC=2)C2C=CC=CC=2)([P](C2C=CC=CC=2)(C2C=CC=CC=2)C2C=CC=CC=2)[P](C2C=CC=CC=2)(C2C=CC=CC=2)C2C=CC=CC=2)(C2C=CC=CC=2)C2C=CC=CC=2)=CC=1.O.C(OCC)(=O)C. The product is [CH3:10][O:11][C:12]1[CH:17]=[CH:16][C:15]([C:2]2[N:7]=[C:6]([C:8]#[N:9])[CH:5]=[CH:4][CH:3]=2)=[CH:14][CH:13]=1. The yield is 0.880. (3) The product is [F:47][C:48]([F:53])([F:52])[C:49]([OH:51])=[O:50].[Cl:19][C:15]1[C:14]([F:20])=[C:13]([CH:12]2[C:11]([C:23]3[CH:28]=[CH:27][C:26]([Cl:29])=[CH:25][C:24]=3[F:30])([C:21]#[N:22])[CH:10]([CH2:31][C:32]3([CH2:38][OH:39])[CH2:37][CH2:36][CH:35]=[CH:34][CH2:33]3)[NH:9][CH:8]2[C:6]([OH:7])=[O:5])[CH:18]=[CH:17][CH:16]=1. The reactants are C([O:5][C:6]([CH:8]1[CH:12]([C:13]2[CH:18]=[CH:17][CH:16]=[C:15]([Cl:19])[C:14]=2[F:20])[C:11]([C:23]2[CH:28]=[CH:27][C:26]([Cl:29])=[CH:25][C:24]=2[F:30])([C:21]#[N:22])[CH:10]([CH2:31][C:32]2([C:38](C)(C)[O:39][SiH2]C(C)(C)C)[CH2:37][CH2:36][CH:35]=[CH:34][CH2:33]2)[NH:9]1)=[O:7])(C)(C)C.[F:47][C:48]([F:53])([F:52])[C:49]([OH:51])=[O:50]. The catalyst is ClCCl. The yield is 0.920. (4) The reactants are [F:1][C:2]([F:26])([F:25])[C:3](=O)[CH2:4][C:5]([C:7]1[CH:23]=[CH:22][C:10]([O:11][CH2:12][CH2:13][NH:14][C:15](=[O:21])[O:16][C:17]([CH3:20])([CH3:19])[CH3:18])=[CH:9][CH:8]=1)=O.Cl.[O:28]1[C:32]2[CH:33]=[CH:34][C:35]([NH:37][NH2:38])=[CH:36][C:31]=2[O:30][CH2:29]1. No catalyst specified. The product is [O:28]1[C:32]2[CH:33]=[CH:34][C:35]([N:37]3[C:5]([C:7]4[CH:23]=[CH:22][C:10]([O:11][CH2:12][CH2:13][NH:14][C:15](=[O:21])[O:16][C:17]([CH3:20])([CH3:19])[CH3:18])=[CH:9][CH:8]=4)=[CH:4][C:3]([C:2]([F:26])([F:25])[F:1])=[N:38]3)=[CH:36][C:31]=2[O:30][CH2:29]1. The yield is 0.567.